The task is: Predict the reaction yield, written as a fraction of the theoretical maximum amount of product (1.0 means a 100% yield; for example, 0.34 means a 34% yield).. This data is from Reaction yield outcomes from USPTO patents with 853,638 reactions. (1) The reactants are [C:1]([N:4]1[C:13]2[C:8](=[CH:9][CH:10]=[CH:11][CH:12]=2)[C@H:7]([OH:14])[CH2:6][C@@H:5]1[CH3:15])(=[O:3])[CH3:2].C(O)(=O)C.C(O)(=O)C.[C:24]1([Bi]([C:24]2[CH:29]=[CH:28][CH:27]=[CH:26][CH:25]=2)[C:24]2[CH:29]=[CH:28][CH:27]=[CH:26][CH:25]=2)[CH:29]=[CH:28][CH:27]=[CH:26][CH:25]=1.O. The catalyst is ClCCl.C([O-])(=O)C.[Cu+2].C([O-])(=O)C. The product is [C:1]([N:4]1[C:13]2[C:8](=[CH:9][CH:10]=[CH:11][CH:12]=2)[C@H:7]([O:14][C:24]2[CH:29]=[CH:28][CH:27]=[CH:26][CH:25]=2)[CH2:6][C@@H:5]1[CH3:15])(=[O:3])[CH3:2]. The yield is 0.490. (2) The reactants are C1(O[CH2:8]/[CH:9]=[CH:10]/[C:11]2[CH:16]=[CH:15][CH:14]=[CH:13][CH:12]=2)C=CC=CC=1.[C:17]1([Si:23]([CH3:34])([CH3:33])[Si:23]([CH3:34])([CH3:33])[C:17]2[CH:22]=[CH:21][CH:20]=[CH:19][CH:18]=2)[CH:22]=[CH:21][CH:20]=[CH:19][CH:18]=1.CCN(CC)CC. The catalyst is O. The product is [CH2:8]([Si:23]([CH3:34])([CH3:33])[C:17]1[CH:22]=[CH:21][CH:20]=[CH:19][CH:18]=1)[CH:9]=[CH:10][C:11]1[CH:12]=[CH:13][CH:14]=[CH:15][CH:16]=1. The yield is 0.910. (3) The reactants are [F:1][C:2]1[CH:3]=[C:4]([CH:13]([CH3:17])[C:14]([OH:16])=O)[CH:5]=[CH:6][C:7]=1[CH2:8][O:9][CH2:10][CH2:11][OH:12].CCN(C(C)C)C(C)C.CN(C(ON1N=NC2C=CC=CC1=2)=[N+](C)C)C.[B-](F)(F)(F)F.C1C=CC2N(O)N=NC=2C=1.[C:59]([C:63]1[CH:67]=[C:66]([CH2:68][NH2:69])[N:65]([C:70]2[CH:75]=[CH:74][CH:73]=[C:72]([Cl:76])[CH:71]=2)[N:64]=1)([CH3:62])([CH3:61])[CH3:60]. The catalyst is C1COCC1.CN(C=O)C. The product is [C:59]([C:63]1[CH:67]=[C:66]([CH2:68][NH:69][C:14](=[O:16])[CH:13]([C:4]2[CH:5]=[CH:6][C:7]([CH2:8][O:9][CH2:10][CH2:11][OH:12])=[C:2]([F:1])[CH:3]=2)[CH3:17])[N:65]([C:70]2[CH:75]=[CH:74][CH:73]=[C:72]([Cl:76])[CH:71]=2)[N:64]=1)([CH3:62])([CH3:60])[CH3:61]. The yield is 0.870. (4) The reactants are [CH3:1][C@@H:2]1[C:8]2[CH:9]=[CH:10][C:11]([C:13]([O:15][CH2:16][CH3:17])=[O:14])=[CH:12][C:7]=2[O:6][CH2:5][CH2:4][NH:3]1.CN(C(ON1N=NC2C=CC=NC1=2)=[N+](C)C)C.F[P-](F)(F)(F)(F)F.CCN(C(C)C)C(C)C.[CH3:51][C:52]1([C:56](O)=[O:57])[CH2:55][CH2:54][CH2:53]1. The catalyst is CN(C=O)C. The product is [CH3:1][C@@H:2]1[C:8]2[CH:9]=[CH:10][C:11]([C:13]([O:15][CH2:16][CH3:17])=[O:14])=[CH:12][C:7]=2[O:6][CH2:5][CH2:4][N:3]1[C:56]([C:52]1([CH3:51])[CH2:55][CH2:54][CH2:53]1)=[O:57]. The yield is 0.640. (5) The reactants are [NH2:1][C:2]1[CH:3]=[CH:4][C:5]2[N:6]([C:8]([C:29]3[CH:34]=[CH:33][CH:32]=[CH:31][CH:30]=3)=[C:9]([C:11]3[CH:16]=[CH:15][C:14]([C:17]4([NH:21][C:22](=[O:28])[O:23][C:24]([CH3:27])([CH3:26])[CH3:25])[CH2:20][CH2:19][CH2:18]4)=[CH:13][CH:12]=3)[N:10]=2)[N:7]=1.N1C=CC=CC=1.[C:41](OC(=O)C)(=[O:43])[CH3:42]. The catalyst is C(Cl)Cl. The product is [C:41]([NH:1][C:2]1[CH:3]=[CH:4][C:5]2[N:6]([C:8]([C:29]3[CH:30]=[CH:31][CH:32]=[CH:33][CH:34]=3)=[C:9]([C:11]3[CH:12]=[CH:13][C:14]([C:17]4([NH:21][C:22](=[O:28])[O:23][C:24]([CH3:27])([CH3:26])[CH3:25])[CH2:20][CH2:19][CH2:18]4)=[CH:15][CH:16]=3)[N:10]=2)[N:7]=1)(=[O:43])[CH3:42]. The yield is 1.00. (6) The reactants are C(NC(C)C)(C)C.[Li]CCCC.[C:13]([O:18][CH3:19])(=[O:17])[CH:14]([CH3:16])[CH3:15].Br[C:21]1[CH:26]=[CH:25][C:24]([Br:27])=[CH:23][N:22]=1. The catalyst is O1CCCC1. The product is [Br:27][C:24]1[CH:25]=[CH:26][C:21]([C:14]([CH3:16])([CH3:15])[C:13]([O:18][CH3:19])=[O:17])=[N:22][CH:23]=1. The yield is 0.860. (7) The reactants are [BH4-].[Na+].[C:3]([O:7][C:8](=[O:26])[CH2:9][C:10](=[O:25])[CH2:11][CH2:12][C:13]1[CH:18]=[CH:17][C:16]([C:19]2[CH:24]=[CH:23][CH:22]=[CH:21][CH:20]=2)=[CH:15][CH:14]=1)([CH3:6])([CH3:5])[CH3:4].Cl. The catalyst is CO. The product is [C:3]([O:7][C:8](=[O:26])[CH2:9][CH:10]([OH:25])[CH2:11][CH2:12][C:13]1[CH:14]=[CH:15][C:16]([C:19]2[CH:24]=[CH:23][CH:22]=[CH:21][CH:20]=2)=[CH:17][CH:18]=1)([CH3:6])([CH3:4])[CH3:5]. The yield is 0.930. (8) The reactants are [O:1]=[C:2]1[C:6]([CH2:7][C:8]([OH:10])=[O:9])=[CH:5][C:4](=O)[O:3]1.S(O)(O)(=O)=O.[NH2:17][NH2:18]. The catalyst is O. The product is [O:1]=[C:2]1[C:6]([CH2:7][C:8]([OH:10])=[O:9])=[CH:5][C:4](=[O:3])[NH:18][NH:17]1. The yield is 0.820. (9) The reactants are [Cl:1][C:2]1[CH:7]=[CH:6][C:5]([C:8]2[NH:9][C:10]3[N:11]([N:15]=[CH:16][C:17]=3[C:18]([O:20]CC)=[O:19])[C:12](=[O:14])[CH:13]=2)=[CH:4][C:3]=1[O:23][CH3:24].[OH-].[Na+]. The catalyst is CS(C)=O.O. The product is [Cl:1][C:2]1[CH:7]=[CH:6][C:5]([C:8]2[NH:9][C:10]3[N:11]([N:15]=[CH:16][C:17]=3[C:18]([OH:20])=[O:19])[C:12](=[O:14])[CH:13]=2)=[CH:4][C:3]=1[O:23][CH3:24]. The yield is 0.870.